This data is from Retrosynthesis with 50K atom-mapped reactions and 10 reaction types from USPTO. The task is: Predict the reactants needed to synthesize the given product. (1) Given the product COC[C@H](C)Oc1cc(Oc2ccc(S(C)(=O)=O)cc2)cc(-c2ccc(C(=O)NC[C@H](C)O)[nH]2)c1, predict the reactants needed to synthesize it. The reactants are: COC[C@H](C)Oc1cc(Oc2ccc(S(C)(=O)=O)cc2)cc(-c2ccc(C(=O)O)[nH]2)c1.C[C@H](O)CN. (2) Given the product CS(=O)(=O)OC1CCOCC1, predict the reactants needed to synthesize it. The reactants are: CS(=O)(=O)Cl.OC1CCOCC1. (3) Given the product O=C(O)CCCCCCCCCCCc1cccc(I)c1, predict the reactants needed to synthesize it. The reactants are: CCOC(=O)CCCCCCCCCCCc1cccc(I)c1.